Dataset: Forward reaction prediction with 1.9M reactions from USPTO patents (1976-2016). Task: Predict the product of the given reaction. (1) Given the reactants CC1C=CC(S(O[CH2:12][C@@H:13]2[CH2:18][O:17][C@@H:16]([C@H:19]3[O:23][N:22]=[C:21]([C:24]4[CH:29]=[C:28]([C:30](=[O:42])[NH:31][CH2:32][C:33]5[CH:38]=[CH:37][C:36]([F:39])=[C:35]([O:40][CH3:41])[CH:34]=5)[N:27]=[C:26]([CH3:43])[N:25]=4)[CH2:20]3)[CH2:15][O:14]2)(=O)=O)=CC=1.[C-:44]#[N:45].[Na+], predict the reaction product. The product is: [C:44]([CH2:12][C@@H:13]1[CH2:18][O:17][C@@H:16]([C@H:19]2[O:23][N:22]=[C:21]([C:24]3[N:25]=[C:26]([CH3:43])[N:27]=[C:28]([C:30]([NH:31][CH2:32][C:33]4[CH:38]=[CH:37][C:36]([F:39])=[C:35]([O:40][CH3:41])[CH:34]=4)=[O:42])[CH:29]=3)[CH2:20]2)[CH2:15][O:14]1)#[N:45]. (2) Given the reactants [Cl:1][C:2]1[C:11]2[C:6](=[CH:7][C:8]([O:14][CH2:15][CH:16]3[CH2:21][CH2:20][N:19]([CH3:22])[CH2:18][CH2:17]3)=[C:9]([O:12][CH3:13])[CH:10]=2)[N:5]=[CH:4][N:3]=1.[NH2:23][C:24]1[CH:25]=[C:26]2[C:30](=[CH:31][CH:32]=1)[NH:29][C:28]([CH3:33])=[CH:27]2, predict the reaction product. The product is: [ClH:1].[CH3:13][O:12][C:9]1[CH:10]=[C:11]2[C:6](=[CH:7][C:8]=1[O:14][CH2:15][CH:16]1[CH2:21][CH2:20][N:19]([CH3:22])[CH2:18][CH2:17]1)[N:5]=[CH:4][N:3]=[C:2]2[NH:23][C:24]1[CH:25]=[C:26]2[C:30](=[CH:31][CH:32]=1)[NH:29][C:28]([CH3:33])=[CH:27]2. (3) Given the reactants [CH2:1]([N:3]1[C:9]2[CH:10]=[CH:11][C:12]([NH2:14])=[CH:13][C:8]=2[O:7][CH2:6][CH2:5][CH2:4]1)[CH3:2].[CH3:15][NH:16][C:17]([C:19]1[S:20][CH:21]=[CH:22][C:23]=1[NH:24][C:25]1[C:30]([Cl:31])=[CH:29][N:28]=[C:27](Cl)[N:26]=1)=[O:18], predict the reaction product. The product is: [CH3:15][NH:16][C:17]([C:19]1[S:20][CH:21]=[CH:22][C:23]=1[NH:24][C:25]1[C:30]([Cl:31])=[CH:29][N:28]=[C:27]([NH:14][C:12]2[CH:11]=[CH:10][C:9]3[N:3]([CH2:1][CH3:2])[CH2:4][CH2:5][CH2:6][O:7][C:8]=3[CH:13]=2)[N:26]=1)=[O:18]. (4) Given the reactants [NH2:1][C:2]1[CH:7]=[CH:6][C:5]([C:8]2[C:16]3[C:11](=[N:12][C:13]([NH2:17])=[N:14][CH:15]=3)[N:10]([CH3:18])[N:9]=2)=[CH:4][C:3]=1[F:19].C(=O)=O.CC(C)=O.[CH3:27][S:28](Cl)(=[O:30])=[O:29], predict the reaction product. The product is: [NH2:17][C:13]1[N:12]=[C:11]2[N:10]([CH3:18])[N:9]=[C:8]([C:5]3[CH:6]=[CH:7][C:2]([NH:1][S:28]([CH3:27])(=[O:30])=[O:29])=[C:3]([F:19])[CH:4]=3)[C:16]2=[CH:15][N:14]=1. (5) Given the reactants [C:1]([C:3]1[CH:8]=[CH:7][C:6]([CH2:9][CH2:10][C:11]([OH:13])=[O:12])=[CH:5][C:4]=1[O:14][CH2:15][C@H:16]([OH:32])[CH2:17][NH:18][C:19]([CH3:31])([CH3:30])[CH2:20][CH:21]1[CH2:29][C:28]2[C:23](=[CH:24][CH:25]=[CH:26][CH:27]=2)[CH2:22]1)#[N:2].[ClH:33], predict the reaction product. The product is: [ClH:33].[C:1]([C:3]1[CH:8]=[CH:7][C:6]([CH2:9][CH2:10][C:11]([OH:13])=[O:12])=[CH:5][C:4]=1[O:14][CH2:15][C@H:16]([OH:32])[CH2:17][NH:18][C:19]([CH3:30])([CH3:31])[CH2:20][CH:21]1[CH2:22][C:23]2[C:28](=[CH:27][CH:26]=[CH:25][CH:24]=2)[CH2:29]1)#[N:2]. (6) The product is: [NH2:24][C:23]1[C:18]([CH2:17][NH:16][CH:3]([CH:2]([CH3:34])[CH3:1])[C:4]([N:6]([CH3:15])[CH2:7][CH2:8][C:9]2[CH:14]=[CH:13][CH:12]=[CH:11][CH:10]=2)=[O:5])=[CH:19][C:20]([O:27][C:28]2[CH:29]=[CH:30][CH:31]=[CH:32][CH:33]=2)=[N:21][CH:22]=1. Given the reactants [CH3:1][CH:2]([CH3:34])[CH:3]([NH:16][CH2:17][C:18]1[C:23]([N+:24]([O-])=O)=[CH:22][N:21]=[C:20]([O:27][C:28]2[CH:33]=[CH:32][CH:31]=[CH:30][CH:29]=2)[CH:19]=1)[C:4]([N:6]([CH3:15])[CH2:7][CH2:8][C:9]1[CH:14]=[CH:13][CH:12]=[CH:11][CH:10]=1)=[O:5].C(O)C, predict the reaction product.